Dataset: Full USPTO retrosynthesis dataset with 1.9M reactions from patents (1976-2016). Task: Predict the reactants needed to synthesize the given product. (1) Given the product [O:16]=[C:12]1[CH2:13][CH2:14][CH2:15][N:11]1[CH2:10][CH2:9][CH2:8][NH:7][C:5]([C:4]1[CH:17]=[CH:18][C:19]([N:20]2[CH2:25][CH2:24][N:23]([C:26]3[CH:31]=[CH:30][CH:29]=[CH:28][C:27]=3[CH3:32])[CH2:22][CH2:21]2)=[C:2]([NH:1][C:45]([C:42]2[CH:43]=[CH:44][S:40][CH:41]=2)=[O:46])[CH:3]=1)=[O:6], predict the reactants needed to synthesize it. The reactants are: [NH2:1][C:2]1[CH:3]=[C:4]([CH:17]=[CH:18][C:19]=1[N:20]1[CH2:25][CH2:24][N:23]([C:26]2[CH:31]=[CH:30][CH:29]=[CH:28][C:27]=2[CH3:32])[CH2:22][CH2:21]1)[C:5]([NH:7][CH2:8][CH2:9][CH2:10][N:11]1[CH2:15][CH2:14][CH2:13][C:12]1=[O:16])=[O:6].C(N(CC)CC)C.[S:40]1[CH:44]=[CH:43][C:42]([C:45](O)=[O:46])=[CH:41]1. (2) The reactants are: [CH3:1][C:2]([CH3:18])([CH3:17])[CH:3]([NH:7][C:8](=[O:16])[C:9]1[CH:14]=[CH:13][CH:12]=[CH:11][C:10]=1[CH3:15])[C:4](O)=[O:5].ClC(OCC(C)C)=O.C[N:28]1CCOCC1.[OH-].[NH4+]. Given the product [NH2:28][C:4]([CH:3]([NH:7][C:8](=[O:16])[C:9]1[CH:14]=[CH:13][CH:12]=[CH:11][C:10]=1[CH3:15])[C:2]([CH3:18])([CH3:17])[CH3:1])=[O:5], predict the reactants needed to synthesize it.